Dataset: Reaction yield outcomes from USPTO patents with 853,638 reactions. Task: Predict the reaction yield, written as a fraction of the theoretical maximum amount of product (1.0 means a 100% yield; for example, 0.34 means a 34% yield). The reactants are [Cl:1][C:2]1[CH:7]=[CH:6][C:5]([C:8]2[NH:9][C:10]3[N:11]([N:15]=[CH:16][C:17]=3[CH2:18][C:19]([OH:21])=O)[C:12](=[O:14])[CH:13]=2)=[CH:4][C:3]=1[O:22][CH3:23].Cl.CN.C(Cl)CCl.C1C=CC2N(O)N=[N:37][C:35]=2C=1.Cl. The catalyst is CN(C=O)C. The product is [Cl:1][C:2]1[CH:7]=[CH:6][C:5]([C:8]2[NH:9][C:10]3[N:11]([N:15]=[CH:16][C:17]=3[CH2:18][C:19]([NH:37][CH3:35])=[O:21])[C:12](=[O:14])[CH:13]=2)=[CH:4][C:3]=1[O:22][CH3:23]. The yield is 0.690.